From a dataset of Reaction yield outcomes from USPTO patents with 853,638 reactions. Predict the reaction yield, written as a fraction of the theoretical maximum amount of product (1.0 means a 100% yield; for example, 0.34 means a 34% yield). (1) The reactants are [F:1][C:2]1[CH:3]=[C:4]([CH:9]2[C:17]3[O:16][C:15](=O)[NH:14][C:13](=[O:19])[C:12]=3[CH2:11][CH2:10]2)[CH:5]=[CH:6][C:7]=1[F:8].[OH-].[NH4+:21]. No catalyst specified. The product is [F:1][C:2]1[CH:3]=[C:4]([CH:9]2[C:17]3[NH:21][C:15](=[O:16])[NH:14][C:13](=[O:19])[C:12]=3[CH2:11][CH2:10]2)[CH:5]=[CH:6][C:7]=1[F:8]. The yield is 1.00. (2) The catalyst is C(Cl)Cl.C(O)(=O)C.CO. The reactants are [C:1]([C:5]1[O:9][N:8]=[C:7]([NH:10][C:11]([NH:13][C:14]2[CH:19]=[CH:18][CH:17]=[C:16]([O:20][C:21]3[C:30]4[C:25](=[CH:26][CH:27]=[C:28]([C:31]5[O:32][C:33]([CH:36]=O)=[CH:34][CH:35]=5)[CH:29]=4)[N:24]=[CH:23][N:22]=3)[CH:15]=2)=[O:12])[CH:6]=1)([CH3:4])([CH3:3])[CH3:2].[CH3:38][S:39]([CH2:42][CH2:43][NH2:44])(=[O:41])=[O:40].[O-]S([O-])(=O)=O.[Mg+2].[BH-](OC(C)=O)(OC(C)=O)OC(C)=O.[Na+]. The yield is 0.250. The product is [C:1]([C:5]1[O:9][N:8]=[C:7]([NH:10][C:11]([NH:13][C:14]2[CH:19]=[CH:18][CH:17]=[C:16]([O:20][C:21]3[C:30]4[C:25](=[CH:26][CH:27]=[C:28]([C:31]5[O:32][C:33]([CH2:36][NH:44][CH2:43][CH2:42][S:39]([CH3:38])(=[O:41])=[O:40])=[CH:34][CH:35]=5)[CH:29]=4)[N:24]=[CH:23][N:22]=3)[CH:15]=2)=[O:12])[CH:6]=1)([CH3:3])([CH3:2])[CH3:4].